This data is from Forward reaction prediction with 1.9M reactions from USPTO patents (1976-2016). The task is: Predict the product of the given reaction. (1) Given the reactants C(O[C:5](=[O:7])[CH3:6])(=O)C.[CH3:8][C:9]1[CH:14]=[CH:13][N:12]=[C:11]([NH:15][C:16]2[N:21]=[C:20]([C:22]3[S:26][C:25]([C@@H:27]([NH2:29])[CH3:28])=[N:24][CH:23]=3)[CH:19]=[CH:18][CH:17]=2)[CH:10]=1, predict the reaction product. The product is: [CH3:8][C:9]1[CH:14]=[CH:13][N:12]=[C:11]([NH:15][C:16]2[N:21]=[C:20]([C:22]3[S:26][C:25]([C@@H:27]([NH:29][C:5](=[O:7])[CH3:6])[CH3:28])=[N:24][CH:23]=3)[CH:19]=[CH:18][CH:17]=2)[CH:10]=1. (2) Given the reactants [CH3:1][N:2]1[C@@H:19]2[CH2:20][C:7]3[CH:8]=[CH:9][C:10]([O:22][CH3:23])=[C:11]4[O:12][C@H:13]5[C:14]([CH2:16][CH2:17][C@:18]2([OH:21])[C@:5]5([C:6]=34)[CH2:4][CH2:3]1)=[O:15].CCN(C(C)C)C(C)C.C1CCC(N=C=NC2CCCCC2)CC1.C1C=CC2N(O)N=NC=2C=1.[NH:58]([C:72]([O:74][CH2:75][C:76]1[CH:81]=[CH:80][CH:79]=[CH:78][CH:77]=1)=[O:73])[C@H:59]([C:69](O)=[O:70])[CH2:60][CH2:61][C:62](=[O:68])[O:63][C:64]([CH3:67])([CH3:66])[CH3:65], predict the reaction product. The product is: [CH3:23][O:22][C:10]1[CH:9]=[CH:8][C:7]2[CH2:20][C@H:19]3[N:2]([CH3:1])[CH2:3][CH2:4][C@:5]45[C:6]=2[C:11]=1[O:12][C@H:13]4[C:14]([O:15][C:69](=[O:70])[CH:59]([NH:58][C:72]([O:74][CH2:75][C:76]1[CH:77]=[CH:78][CH:79]=[CH:80][CH:81]=1)=[O:73])[CH2:60][CH2:61][C:62]([O:63][C:64]([CH3:67])([CH3:66])[CH3:65])=[O:68])=[CH:16][CH2:17][C@@:18]35[OH:21]. (3) Given the reactants CC1(C)[O:6][C:5](=[CH:7][C:8]([N:10]([CH2:12][C:13]2[CH:18]=[CH:17][C:16]([F:19])=[CH:15][C:14]=2[S:20][CH3:21])[CH3:11])=[O:9])[C:4](=[O:22])O1.[CH2:24]=O.[NH2:26][CH2:27][CH2:28][CH2:29][C:30]([OH:32])=[O:31], predict the reaction product. The product is: [F:19][C:16]1[CH:17]=[CH:18][C:13]([CH2:12][N:10]([CH3:11])[C:8]([C:7]2[CH2:24][N:26]([CH2:27][CH2:28][CH2:29][C:30]([OH:32])=[O:31])[C:4](=[O:22])[C:5]=2[OH:6])=[O:9])=[C:14]([S:20][CH3:21])[CH:15]=1. (4) The product is: [CH3:22][O:23][C:24]([C:26]1[C@H:31]([C:32]2[CH:37]=[CH:36][C:35]([C:38]#[N:39])=[CH:34][C:33]=2[CH2:5][CH2:4][CH2:3][CH2:2][CH2:1][OH:6])[N:30]2[C:41](=[O:44])[NH:42][N:43]=[C:29]2[N:28]([C:45]2[CH:50]=[CH:49][CH:48]=[C:47]([C:51]([F:54])([F:53])[F:52])[CH:46]=2)[C:27]=1[CH3:55])=[O:25]. Given the reactants [CH2:1]([OH:6])[CH2:2][CH2:3][CH:4]=[CH2:5].B1C2CCCC1CCC2.C(=O)([O-])[O-].[Cs+].[Cs+].[CH3:22][O:23][C:24]([C:26]1[CH:31]([C:32]2[CH:37]=[CH:36][C:35]([C:38]#[N:39])=[CH:34][C:33]=2Br)[N:30]2[C:41](=[O:44])[NH:42][N:43]=[C:29]2[N:28]([C:45]2[CH:50]=[CH:49][CH:48]=[C:47]([C:51]([F:54])([F:53])[F:52])[CH:46]=2)[C:27]=1[CH3:55])=[O:25].C(Cl)Cl, predict the reaction product.